Dataset: Reaction yield outcomes from USPTO patents with 853,638 reactions. Task: Predict the reaction yield, written as a fraction of the theoretical maximum amount of product (1.0 means a 100% yield; for example, 0.34 means a 34% yield). (1) The reactants are [O:1]=[C:2]1[N:11]([C:12]2[CH:17]=[CH:16][C:15]([NH:18][C:19]([NH:21][S:22]([C:25]3[S:26][C:27]([N+:30]([O-])=O)=[CH:28][CH:29]=3)(=[O:24])=[O:23])=[O:20])=[CH:14][CH:13]=2)[C:10](=[O:33])[C:9]2[C:4](=[CH:5][CH:6]=[CH:7][CH:8]=2)[NH:3]1.C(N(CC)CC)C. The catalyst is CO.[Pd]. The product is [NH2:30][C:27]1[S:26][C:25]([S:22]([NH:21][C:19]([NH:18][C:15]2[CH:16]=[CH:17][C:12]([N:11]3[C:10](=[O:33])[C:9]4[C:4](=[CH:5][CH:6]=[CH:7][CH:8]=4)[NH:3][C:2]3=[O:1])=[CH:13][CH:14]=2)=[O:20])(=[O:23])=[O:24])=[CH:29][CH:28]=1. The yield is 0.330. (2) The reactants are [OH:1][CH:2]([C:34]1[S:35][CH:36]=[C:37]([C:39](=[O:42])[NH:40][CH3:41])[N:38]=1)[CH2:3][CH:4]([N:8]([CH2:26][O:27][C:28](=[O:33])[CH2:29][CH:30]([CH3:32])[CH3:31])[C:9](=[O:25])[CH:10]([NH:15][C:16]([CH:18]1[CH2:23][CH2:22][CH2:21][CH2:20][N:19]1[CH3:24])=[O:17])[CH:11]([CH3:14])[CH2:12][CH3:13])[CH:5]([CH3:7])[CH3:6].[C:43](OC(=O)C)(=[O:45])[CH3:44]. The catalyst is N1C=CC=CC=1. The product is [C:43]([O:1][CH:2]([C:34]1[S:35][CH:36]=[C:37]([C:39](=[O:42])[NH:40][CH3:41])[N:38]=1)[CH2:3][CH:4]([N:8]([CH2:26][O:27][C:28](=[O:33])[CH2:29][CH:30]([CH3:32])[CH3:31])[C:9](=[O:25])[CH:10]([NH:15][C:16]([CH:18]1[CH2:23][CH2:22][CH2:21][CH2:20][N:19]1[CH3:24])=[O:17])[CH:11]([CH3:14])[CH2:12][CH3:13])[CH:5]([CH3:7])[CH3:6])(=[O:45])[CH3:44]. The yield is 0.900. (3) The reactants are Cl.Cl.[CH3:3][O:4][C:5](=[O:29])[CH2:6][CH2:7][C:8]1[CH:13]=[CH:12][C:11]([O:14][C:15]2[CH:20]=[CH:19][C:18]([CH2:21][CH:22]([NH2:28])[C:23](=[O:27])[N:24]([CH3:26])[CH3:25])=[CH:17][CH:16]=2)=[CH:10][CH:9]=1.CCN(C(C)C)C(C)C.[C:39]1([CH3:49])[CH:44]=[CH:43][C:42]([S:45](Cl)(=[O:47])=[O:46])=[CH:41][CH:40]=1. The catalyst is C(Cl)Cl.C(O)(=O)C.C(OCC)(=O)C. The product is [CH3:3][O:4][C:5](=[O:29])[CH2:6][CH2:7][C:8]1[CH:13]=[CH:12][C:11]([O:14][C:15]2[CH:20]=[CH:19][C:18]([CH2:21][CH:22]([C:23](=[O:27])[N:24]([CH3:25])[CH3:26])[NH:28][S:45]([C:42]3[CH:43]=[CH:44][C:39]([CH3:49])=[CH:40][CH:41]=3)(=[O:47])=[O:46])=[CH:17][CH:16]=2)=[CH:10][CH:9]=1. The yield is 0.470. (4) The reactants are [F:1][C:2]1[CH:8]=[CH:7][C:5]([NH2:6])=[CH:4][CH:3]=1.Br[CH:10]([CH3:12])[CH3:11].C([O-])([O-])=O.[K+].[K+]. The catalyst is CN(C=O)C.O. The product is [F:1][C:2]1[CH:8]=[CH:7][C:5]([NH:6][CH:10]([CH3:12])[CH3:11])=[CH:4][CH:3]=1. The yield is 0.430. (5) The reactants are Br[CH2:2][C:3]1[CH:8]=[CH:7][C:6]([NH:9][C:10](=[O:26])[CH2:11][C:12]([CH3:25])([C:14]2[C:19](=[O:20])[C:18]([CH3:21])=[C:17]([CH3:22])[C:16](=[O:23])[C:15]=2[CH3:24])[CH3:13])=[CH:5][CH:4]=1.[OH:27][C:28]1[CH:38]=[CH:37][C:31]2[N:32]=[C:33]([C:35]#[N:36])[S:34][C:30]=2[CH:29]=1.N1C(C)=CC(C)=CC=1C. The catalyst is C1COCC1. The product is [C:35]([C:33]1[S:34][C:30]2[CH:29]=[C:28]([O:27][CH2:2][C:3]3[CH:8]=[CH:7][C:6]([NH:9][C:10](=[O:26])[CH2:11][C:12]([CH3:25])([C:14]4[C:19](=[O:20])[C:18]([CH3:21])=[C:17]([CH3:22])[C:16](=[O:23])[C:15]=4[CH3:24])[CH3:13])=[CH:5][CH:4]=3)[CH:38]=[CH:37][C:31]=2[N:32]=1)#[N:36]. The yield is 0.400.